From a dataset of Peptide-MHC class II binding affinity with 134,281 pairs from IEDB. Regression. Given a peptide amino acid sequence and an MHC pseudo amino acid sequence, predict their binding affinity value. This is MHC class II binding data. (1) The MHC is DRB1_0301 with pseudo-sequence DRB1_0301. The binding affinity (normalized) is 0.148. The peptide sequence is IGNGGPCLFMRTVSH. (2) The peptide sequence is ENEYATGAVRPFQAA. The MHC is DRB1_0401 with pseudo-sequence DRB1_0401. The binding affinity (normalized) is 0.479. (3) The peptide sequence is CGMFTNRSGSQQ. The MHC is DRB1_0401 with pseudo-sequence DRB1_0401. The binding affinity (normalized) is 0.437.